Task: Predict the reactants needed to synthesize the given product.. Dataset: Full USPTO retrosynthesis dataset with 1.9M reactions from patents (1976-2016) (1) Given the product [CH3:1][O:2][C:3]1[CH:8]=[CH:7][C:6]([C:9]([C:36]2[CH:41]=[CH:40][C:39]([O:42][CH3:43])=[CH:38][CH:37]=2)([C:30]2[CH:35]=[CH:34][CH:33]=[CH:32][CH:31]=2)[NH:10][C:11]2[O:12][C@H:13]([C:26]([F:29])([F:28])[F:27])[CH2:14][C@:15]([C:18]3[CH:23]=[C:22]([C:53]#[C:52][C:49]4[CH:48]=[N:47][C:46]([O:45][CH3:44])=[N:51][CH:50]=4)[CH:21]=[CH:20][C:19]=3[F:25])([CH3:17])[N:16]=2)=[CH:5][CH:4]=1, predict the reactants needed to synthesize it. The reactants are: [CH3:1][O:2][C:3]1[CH:8]=[CH:7][C:6]([C:9]([C:36]2[CH:41]=[CH:40][C:39]([O:42][CH3:43])=[CH:38][CH:37]=2)([C:30]2[CH:35]=[CH:34][CH:33]=[CH:32][CH:31]=2)[NH:10][C:11]2[O:12][C@H:13]([C:26]([F:29])([F:28])[F:27])[CH2:14][C@:15]([C:18]3[CH:23]=[C:22](I)[CH:21]=[CH:20][C:19]=3[F:25])([CH3:17])[N:16]=2)=[CH:5][CH:4]=1.[CH3:44][O:45][C:46]1[N:51]=[CH:50][C:49]([C:52]#[C:53][Si](C)(C)C)=[CH:48][N:47]=1. (2) The reactants are: [NH:1]1[C:5]2=[N:6][CH:7]=[CH:8][CH:9]=[C:4]2[C:3]([CH:10]=[C:11]2[O:15][C:14]([NH:16][C:17]3[CH:22]=[CH:21][C:20]([O:23][CH3:24])=[CH:19][C:18]=3[O:25][CH3:26])=[C:13](C(OCC)=O)[C:12]2=[O:32])=[CH:2]1. Given the product [NH:1]1[C:5]2=[N:6][CH:7]=[CH:8][CH:9]=[C:4]2[C:3]([CH:10]=[C:11]2[C:12](=[O:32])[CH:13]=[C:14]([NH:16][C:17]3[CH:22]=[CH:21][C:20]([O:23][CH3:24])=[CH:19][C:18]=3[O:25][CH3:26])[O:15]2)=[CH:2]1, predict the reactants needed to synthesize it. (3) Given the product [CH2:25]([NH:32][CH:17]1[CH2:18][CH2:19][N:15]([S:12]([C:9]2[CH:10]=[CH:11][C:6]([O:5][CH2:1][CH2:2][CH2:3][CH3:4])=[CH:7][CH:8]=2)(=[O:14])=[O:13])[CH2:16]1)[C:26]1[CH:31]=[CH:30][CH:29]=[CH:28][CH:27]=1, predict the reactants needed to synthesize it. The reactants are: [CH2:1]([O:5][C:6]1[CH:11]=[CH:10][C:9]([S:12]([N:15]2[CH2:19][CH2:18][CH:17](OS(C)(=O)=O)[CH2:16]2)(=[O:14])=[O:13])=[CH:8][CH:7]=1)[CH2:2][CH2:3][CH3:4].[CH2:25]([NH2:32])[C:26]1[CH:31]=[CH:30][CH:29]=[CH:28][CH:27]=1. (4) The reactants are: [CH:1]([C:4]1[N:5]=[C:6]([CH2:9][CH2:10][C:11]2[CH:35]=[CH:34][N:14]3[C:15](=[O:33])[C:16](/[CH:25]=[C:26](\[CH3:32])/[C:27]([O:29]CC)=[O:28])=[C:17]([N:19]4[CH2:24][CH2:23][O:22][CH2:21][CH2:20]4)[N:18]=[C:13]3[CH:12]=2)[S:7][CH:8]=1)([CH3:3])[CH3:2].[OH-].[Li+]. Given the product [CH:1]([C:4]1[N:5]=[C:6]([CH2:9][CH2:10][C:11]2[CH:35]=[CH:34][N:14]3[C:15](=[O:33])[C:16](/[CH:25]=[C:26](\[CH3:32])/[C:27]([OH:29])=[O:28])=[C:17]([N:19]4[CH2:24][CH2:23][O:22][CH2:21][CH2:20]4)[N:18]=[C:13]3[CH:12]=2)[S:7][CH:8]=1)([CH3:3])[CH3:2], predict the reactants needed to synthesize it. (5) Given the product [CH3:29][O:30][C:31](=[O:35])[CH2:32][CH2:33][NH:34][C:11]([C:9]1[CH:8]=[CH:7][C:6]2[N:2]([CH3:1])[C:3]([NH:14][C:15]3[S:16][C:17]4[CH:23]=[C:22]([O:24][C:25]([F:27])([F:26])[F:28])[CH:21]=[CH:20][C:18]=4[N:19]=3)=[N:4][C:5]=2[CH:10]=1)=[O:12], predict the reactants needed to synthesize it. The reactants are: [CH3:1][N:2]1[C:6]2[CH:7]=[CH:8][C:9]([C:11](O)=[O:12])=[CH:10][C:5]=2[N:4]=[C:3]1[NH:14][C:15]1[S:16][C:17]2[CH:23]=[C:22]([O:24][C:25]([F:28])([F:27])[F:26])[CH:21]=[CH:20][C:18]=2[N:19]=1.[CH3:29][O:30][C:31](=[O:35])[CH2:32][CH2:33][NH2:34].CN(C(ON1N=NC2C=CC=CC1=2)=[N+](C)C)C.F[P-](F)(F)(F)(F)F.CCN(C(C)C)C(C)C. (6) Given the product [F:13][C:5]1[CH:4]=[CH:3][C:2]([CH:22]=[O:23])=[CH:12][C:6]=1[CH2:7][NH:8][C:9](=[O:11])[O:10][C:17]([CH3:16])([CH3:18])[CH3:24], predict the reactants needed to synthesize it. The reactants are: Br[C:2]1[CH:3]=[CH:4][C:5]([F:13])=[C:6]([CH:12]=1)[CH2:7][NH:8][C:9](=[O:11])[O-:10].[Li]C[CH2:16][CH2:17][CH3:18].CN([CH:22]=[O:23])C.[C:24](OCC)(=O)C. (7) Given the product [CH2:1]([O:3][C:4]([C:6]1[CH:7]=[C:8]([C:12]2[CH:17]=[CH:16][C:15]([CH:18]([C:29]3[CH:34]=[CH:33][CH:32]=[CH:31][C:30]=3[CH3:35])[CH2:19][C:20](=[N:37][OH:38])[C:22]3[CH:27]=[CH:26][N:25]=[C:24]([CH3:28])[CH:23]=3)=[CH:14][CH:13]=2)[CH:9]=[CH:10][CH:11]=1)=[O:5])[CH3:2], predict the reactants needed to synthesize it. The reactants are: [CH2:1]([O:3][C:4]([C:6]1[CH:7]=[C:8]([C:12]2[CH:17]=[CH:16][C:15]([CH:18]([C:29]3[CH:34]=[CH:33][CH:32]=[CH:31][C:30]=3[CH3:35])[CH2:19][C:20]([C:22]3[CH:27]=[CH:26][N:25]=[C:24]([CH3:28])[CH:23]=3)=O)=[CH:14][CH:13]=2)[CH:9]=[CH:10][CH:11]=1)=[O:5])[CH3:2].Cl.[NH2:37][OH:38].C([O-])(O)=O.[Na+]. (8) Given the product [Cl:1][C:2]1[CH:7]=[CH:6][C:5]([OH:8])=[CH:4][C:3]=1[C:10]1[CH:36]=[C:35]([CH3:37])[C:13]2[N:14]=[C:15]([NH:18][C:19]3[CH:20]=[CH:21][C:22]([S:25]([N:28]4[CH2:29][CH2:30][N:31]([CH3:34])[CH2:32][CH2:33]4)(=[O:26])=[O:27])=[CH:23][CH:24]=3)[N:16]=[N:17][C:12]=2[CH:11]=1, predict the reactants needed to synthesize it. The reactants are: [Cl:1][C:2]1[CH:7]=[CH:6][C:5]([O:8]C)=[CH:4][C:3]=1[C:10]1[CH:36]=[C:35]([CH3:37])[C:13]2[N:14]=[C:15]([NH:18][C:19]3[CH:24]=[CH:23][C:22]([S:25]([N:28]4[CH2:33][CH2:32][N:31]([CH3:34])[CH2:30][CH2:29]4)(=[O:27])=[O:26])=[CH:21][CH:20]=3)[N:16]=[N:17][C:12]=2[CH:11]=1.B(Br)(Br)Br. (9) Given the product [CH2:1]([O:3][C:4]([C:6]1[C:7]([CH3:26])=[C:8]([C:19]([O:21][C:22]([CH3:25])([CH3:24])[CH3:23])=[O:20])[NH:9][C:10]=1[CH2:11][CH2:12][CH2:13][NH:32][CH2:31][CH2:30][N:29]([CH2:33][CH3:34])[CH2:27][CH3:28])=[O:5])[CH3:2], predict the reactants needed to synthesize it. The reactants are: [CH2:1]([O:3][C:4]([C:6]1[C:7]([CH3:26])=[C:8]([C:19]([O:21][C:22]([CH3:25])([CH3:24])[CH3:23])=[O:20])[NH:9][C:10]=1[CH2:11][CH2:12][CH2:13]OS(C)(=O)=O)=[O:5])[CH3:2].[CH2:27]([N:29]([CH2:33][CH3:34])[CH2:30][CH2:31][NH2:32])[CH3:28].C(OCC)(=O)C.